This data is from Full USPTO retrosynthesis dataset with 1.9M reactions from patents (1976-2016). The task is: Predict the reactants needed to synthesize the given product. (1) Given the product [Cl:30][C:27]1[S:26][C:25]([S:22]([N:10]([S:7]([C:5]2[S:6][C:2]([Cl:1])=[CH:3][CH:4]=2)(=[O:8])=[O:9])[C:11]2[C:19]3[C:14](=[CH:15][CH:16]=[CH:17][C:18]=3[O:20][CH3:21])[N:13]([CH2:42][C:39]3[CH:38]=[CH:37][C:36]([O:35][CH2:34][CH2:33][N:32]([CH3:31])[CH3:44])=[CH:41][CH:40]=3)[N:12]=2)(=[O:23])=[O:24])=[CH:29][CH:28]=1, predict the reactants needed to synthesize it. The reactants are: [Cl:1][C:2]1[S:6][C:5]([S:7]([N:10]([S:22]([C:25]2[S:26][C:27]([Cl:30])=[CH:28][CH:29]=2)(=[O:24])=[O:23])[C:11]2[C:19]3[C:14](=[CH:15][CH:16]=[CH:17][C:18]=3[O:20][CH3:21])[NH:13][N:12]=2)(=[O:9])=[O:8])=[CH:4][CH:3]=1.[CH3:31][N:32]([CH3:44])[CH2:33][CH2:34][O:35][C:36]1[CH:41]=[CH:40][C:39]([CH2:42]O)=[CH:38][CH:37]=1.C1(P(C2C=CC=CC=2)C2C=CC=CC=2)C=CC=CC=1.N(C(OC(C)(C)C)=O)=NC(OC(C)(C)C)=O. (2) Given the product [P:1]([O:24][CH2:23][C@H:22]1[O:27][C@@H:17]([N:16]2[CH:29]=[CH:12][C:13](=[O:31])[NH:14][C:15]2=[O:30])[C@H:18]([OH:19])[C@@H:20]1[OH:21])([OH:3])([OH:9])=[O:2], predict the reactants needed to synthesize it. The reactants are: [P:1](N)([O-:3])[O-:2].C([O:9]O)(C)(C)C.[2H][C:12]1[C:13](=[O:31])[NH:14][C:15](=[O:30])[N:16]([CH:29]=1)[C@@H:17]1[O:27][C@H:22]([C:23]([2H])([2H])[OH:24])[C@@H:20]([OH:21])[C@@:18]1(C)[OH:19]. (3) Given the product [OH:1][C:2]1[CH:6]([C:7]2[CH:12]=[CH:11][CH:10]=[CH:9][CH:8]=2)[CH2:5][C:4](=[O:13])[C:3]=1[CH:20]([C:16]1[CH:15]=[N:14][CH:19]=[CH:18][CH:17]=1)[C:23]1[NH:22][C:30]2[C:25]([C:24]=1[CH2:31][CH2:32][NH:33][C:34](=[O:36])[CH3:35])=[CH:26][CH:27]=[CH:28][CH:29]=2, predict the reactants needed to synthesize it. The reactants are: [OH:1][C:2]1[CH:6]([C:7]2[CH:12]=[CH:11][CH:10]=[CH:9][CH:8]=2)[CH2:5][C:4](=[O:13])[CH:3]=1.[N:14]1[CH:19]=[CH:18][CH:17]=[C:16]([CH:20]=O)[CH:15]=1.[NH:22]1[C:30]2[C:25](=[CH:26][CH:27]=[CH:28][CH:29]=2)[C:24]([CH2:31][CH2:32][NH:33][C:34](=[O:36])[CH3:35])=[CH:23]1. (4) Given the product [CH2:22]([S:21][C:16]1[CH:17]=[CH:18][CH:19]=[CH:20][C:15]=1[B:1]([OH:6])[OH:2])[CH3:23], predict the reactants needed to synthesize it. The reactants are: [B:1](OC(C)C)([O:6]C(C)C)[O:2]C(C)C.Br[C:15]1[CH:20]=[CH:19][CH:18]=[CH:17][C:16]=1[S:21][CH2:22][CH3:23].[Li]CCCC.CCCCCC.Cl. (5) Given the product [Cl:14][C:11]1[CH:12]=[CH:13][C:8]([C:5]2[O:6][CH:7]=[C:3]([CH2:2][OH:15])[N:4]=2)=[CH:9][CH:10]=1, predict the reactants needed to synthesize it. The reactants are: Cl[CH2:2][C:3]1[N:4]=[C:5]([C:8]2[CH:13]=[CH:12][C:11]([Cl:14])=[CH:10][CH:9]=2)[O:6][CH:7]=1.[OH-:15].[Na+]. (6) The reactants are: [F:1][C:2]1[C:7]([CH2:8]O)=[C:6]([O:10][CH3:11])[CH:5]=[CH:4][N:3]=1.S(Cl)([Cl:14])=O. Given the product [Cl:14][CH2:8][C:7]1[C:2]([F:1])=[N:3][CH:4]=[CH:5][C:6]=1[O:10][CH3:11], predict the reactants needed to synthesize it.